Dataset: Reaction yield outcomes from USPTO patents with 853,638 reactions. Task: Predict the reaction yield, written as a fraction of the theoretical maximum amount of product (1.0 means a 100% yield; for example, 0.34 means a 34% yield). The reactants are [H-].[Na+].C(OP([CH2:11][C:12]([O:14][CH2:15][CH3:16])=[O:13])(OCC)=O)C.[CH2:17]([O:24][C:25]1[CH:26]=[CH:27][C:28]([O:39][CH3:40])=[C:29]([C:31]([C:33]2[S:34][C:35]([CH3:38])=[CH:36][N:37]=2)=O)[CH:30]=1)[C:18]1[CH:23]=[CH:22][CH:21]=[CH:20][CH:19]=1.Cl. The catalyst is C1COCC1.O. The product is [CH2:17]([O:24][C:25]1[CH:26]=[CH:27][C:28]([O:39][CH3:40])=[C:29](/[C:31](/[C:33]2[S:34][C:35]([CH3:38])=[CH:36][N:37]=2)=[CH:11]/[C:12]([O:14][CH2:15][CH3:16])=[O:13])[CH:30]=1)[C:18]1[CH:19]=[CH:20][CH:21]=[CH:22][CH:23]=1. The yield is 0.580.